This data is from Forward reaction prediction with 1.9M reactions from USPTO patents (1976-2016). The task is: Predict the product of the given reaction. (1) The product is: [F:1][C:2]1[CH:3]=[CH:4][C:5]([C:8]2[O:12][N:11]=[CH:10][C:9]=2[CH2:13][OH:14])=[CH:6][CH:7]=1. Given the reactants [F:1][C:2]1[CH:7]=[CH:6][C:5]([C:8]2[O:12][N:11]=[CH:10][C:9]=2[C:13](OC)=[O:14])=[CH:4][CH:3]=1.[H-].C([Al+]CC(C)C)C(C)C.Cl, predict the reaction product. (2) Given the reactants O1CC1C[C:4]1[CH:13]=[C:12]2[C:7]([CH2:8][N:9]([CH2:15][O:16][C:17](=[O:22])[C:18]([CH3:21])([CH3:20])[CH3:19])[C:10](=[O:14])[NH:11]2)=[CH:6][C:5]=1[O:23][CH3:24].C(NC)(C)C, predict the reaction product. The product is: [CH3:24][O:23][C:5]1[CH:6]=[C:7]2[C:12](=[CH:13][CH:4]=1)[NH:11][C:10](=[O:14])[N:9]([CH2:15][O:16][C:17](=[O:22])[C:18]([CH3:20])([CH3:19])[CH3:21])[CH2:8]2. (3) Given the reactants [CH3:1][O:2][C:3]([C:5]1[C:6]2[C:7](=[O:17])[C:8]([NH2:16])=[CH:9][O:10][C:11]=2[C:12]([F:15])=[CH:13][CH:14]=1)=[O:4].[ClH:18], predict the reaction product. The product is: [ClH:18].[CH3:1][O:2][C:3]([C:5]1[C:6]2[CH:7]([OH:17])[CH:8]([NH2:16])[CH2:9][O:10][C:11]=2[C:12]([F:15])=[CH:13][CH:14]=1)=[O:4]. (4) Given the reactants FC1C=CC=CC=1CO.[H-].[Na+].Cl[C:13]1[C:22]2[C:17](=[C:18]([OH:23])[CH:19]=[CH:20][CH:21]=2)[N:16]=[C:15]([CH3:24])[CH:14]=1, predict the reaction product. The product is: [CH3:24][C:15]1[CH:14]=[CH:13][C:22]2[C:17](=[C:18]([OH:23])[CH:19]=[CH:20][CH:21]=2)[N:16]=1. (5) Given the reactants Cl.[N:2]1([CH2:7][CH2:8][C:9]2[CH2:18][CH2:17][C:16]3[CH:15]=[C:14]([NH:19][C:20](=[O:22])[CH3:21])[CH:13]=[CH:12][C:11]=3[CH:10]=2)[CH2:6][CH2:5][CH2:4][CH2:3]1.CCN=C=NCCCN(C)C.[C:34]1([C:43]2[CH:48]=[CH:47]C=[CH:45][CH:44]=2)[CH:39]=[CH:38][C:37](C(O)=O)=[CH:36][CH:35]=1, predict the reaction product. The product is: [N:2]1([CH2:7][CH2:8][C:9]2[CH2:18][CH2:17][C:16]3[CH:15]=[C:14]([NH:19][C:20]([C:21]4[CH:45]=[CH:44][C:43]([C:34]5[CH:39]=[CH:38][CH:37]=[CH:36][CH:35]=5)=[CH:48][CH:47]=4)=[O:22])[CH:13]=[CH:12][C:11]=3[CH:10]=2)[CH2:6][CH2:5][CH2:4][CH2:3]1. (6) Given the reactants [OH:1][C:2]1[N:7]=[CH:6][N:5]=[C:4]([C:8]([OH:10])=[O:9])[CH:3]=1.S(Cl)(Cl)=O.[CH3:15]O, predict the reaction product. The product is: [OH:1][C:2]1[N:7]=[CH:6][N:5]=[C:4]([C:8]([O:10][CH3:15])=[O:9])[CH:3]=1. (7) Given the reactants [OH:1][C:2]1[CH:9]=[CH:8][C:5]([CH:6]=[O:7])=[CH:4][CH:3]=1.[F:10][C:11]([F:16])([F:15])[CH2:12][CH2:13]I.C(=O)([O-])[O-].[Cs+].[Cs+].O, predict the reaction product. The product is: [F:10][C:11]([F:16])([F:15])[CH2:12][CH2:13][O:1][C:2]1[CH:9]=[CH:8][C:5]([CH:6]=[O:7])=[CH:4][CH:3]=1.